From a dataset of Full USPTO retrosynthesis dataset with 1.9M reactions from patents (1976-2016). Predict the reactants needed to synthesize the given product. (1) Given the product [CH2:4]([C:6]1[C:14]2[C:9](=[N:10][CH:11]=[CH:12][N:13]=2)[NH:8][C:7]=1[C:15]1[CH:20]=[CH:19][C:18]([C:28]([OH:27])([CH3:29])[CH3:30])=[CH:17][CH:16]=1)[CH3:5], predict the reactants needed to synthesize it. The reactants are: C[Mg]Cl.[CH2:4]([C:6]1[C:14]2[C:9](=[N:10][CH:11]=[CH:12][N:13]=2)[NH:8][C:7]=1[C:15]1[CH:20]=[CH:19][C:18](CC=O)=[CH:17][CH:16]=1)[CH3:5].C([O:27][CH2:28][CH3:29])(=O)C.[CH3:30]CCCCCC. (2) The reactants are: [Cl:1][C:2]1[C:3]([C:23]([F:26])([F:25])[F:24])=[CH:4][C:5]2[N:9]=[C:8]([CH2:10][CH3:11])[N:7]([C:12]3[CH:17]=[CH:16][C:15]([CH2:18][CH:19](O)[CH3:20])=[CH:14][CH:13]=3)[C:6]=2[CH:22]=1.C1(P(C2C=CC=CC=2)C2C=CC=CC=2)C=CC=CC=1.C1(P([N:60]=[N+:61]=[N-:62])(C2C=CC=CC=2)=O)C=CC=CC=1.N(C(OCC)=O)=NC(OCC)=O. Given the product [N:60]([CH:19]([CH3:20])[CH2:18][C:15]1[CH:16]=[CH:17][C:12]([N:7]2[C:6]3[CH:22]=[C:2]([Cl:1])[C:3]([C:23]([F:26])([F:25])[F:24])=[CH:4][C:5]=3[N:9]=[C:8]2[CH2:10][CH3:11])=[CH:13][CH:14]=1)=[N+:61]=[N-:62], predict the reactants needed to synthesize it. (3) Given the product [CH2:1]([O:8][C:9]1[CH:10]=[C:11]2[C:16](=[CH:17][C:18]=1[O:19][CH3:20])[CH:15](/[CH:21]=[CH:47]/[C:46]1[CH:49]=[C:50]([O:55][CH3:56])[C:51]([O:53][CH3:54])=[CH:52][C:45]=1[N:44]([CH3:57])[CH3:43])[NH:14][CH2:13][CH2:12]2)[C:2]1[CH:3]=[CH:4][CH:5]=[CH:6][CH:7]=1, predict the reactants needed to synthesize it. The reactants are: [CH2:1]([O:8][C:9]1[CH:10]=[C:11]2[C:16](=[CH:17][C:18]=1[O:19][CH3:20])[CH:15]([CH2:21]S(C1N(C3C=CC=CC=3)N=NN=1)(=O)=O)[N:14](C(OC(C)(C)C)=O)[CH2:13][CH2:12]2)[C:2]1[CH:7]=[CH:6][CH:5]=[CH:4][CH:3]=1.[CH3:43][N:44]([CH3:57])[C:45]1[CH:52]=[C:51]([O:53][CH3:54])[C:50]([O:55][CH3:56])=[CH:49][C:46]=1[CH:47]=O.C[Si]([N-][Si](C)(C)C)(C)C.[Li+].